Dataset: Full USPTO retrosynthesis dataset with 1.9M reactions from patents (1976-2016). Task: Predict the reactants needed to synthesize the given product. (1) Given the product [CH3:20][C:12]1[C:11]([NH:10][C:9]2[C:8]([C:21]#[N:22])=[CH:7][N:6]=[C:5]3[S:23][C:2](/[CH:27]=[CH:26]/[CH2:25][N:37]4[CH2:42][CH2:41][O:40][CH2:39][CH2:38]4)=[CH:3][C:4]=23)=[CH:19][CH:18]=[C:17]2[C:13]=1[CH:14]=[CH:15][NH:16]2, predict the reactants needed to synthesize it. The reactants are: I[C:2]1[S:23][C:5]2=[N:6][CH:7]=[C:8]([C:21]#[N:22])[C:9]([NH:10][C:11]3[C:12]([CH3:20])=[C:13]4[C:17](=[CH:18][CH:19]=3)[NH:16][CH:15]=[CH:14]4)=[C:4]2[CH:3]=1.Cl[CH2:25]/[CH:26]=[CH:27]/B(O)O.C(=O)([O-])[O-].[Cs+].[Cs+].[NH:37]1[CH2:42][CH2:41][O:40][CH2:39][CH2:38]1. (2) Given the product [CH3:21][C:11]1[CH:16]=[CH:15][C:14]([S:17]([O:6][C@H:4]([CH2:3][CH:2]([CH3:1])[CH2:7][CH2:8][CH:9]=[CH2:10])[CH3:5])(=[O:19])=[O:18])=[CH:13][CH:12]=1, predict the reactants needed to synthesize it. The reactants are: [CH3:1][CH:2]([CH2:7][CH2:8][CH:9]=[CH2:10])[CH2:3][C@@H:4]([OH:6])[CH3:5].[C:11]1([CH3:21])[CH:16]=[CH:15][C:14]([S:17](Cl)(=[O:19])=[O:18])=[CH:13][CH:12]=1. (3) The reactants are: [CH3:1][C@@H:2]1[NH:7][CH2:6][CH2:5][N:4]([S:8]([NH2:11])(=[O:10])=[O:9])[CH2:3]1.C1(P(C2CCCCC2)C2C=CC=CC=2C2C(C(C)C)=CC(C(C)C)=CC=2C(C)C)CCCCC1.C(=O)([O-])[O-].[Cs+].[Cs+].C([O:54][C:55](=O)[C@H:56]([O:58][C:59]1[CH:64]=[C:63](Cl)[N:62]=[C:61]([S:66][CH2:67][C:68]2[CH:73]=[CH:72][CH:71]=[C:70]([F:74])[C:69]=2[F:75])[N:60]=1)[CH3:57])C. Given the product [F:75][C:69]1[C:70]([F:74])=[CH:71][CH:72]=[CH:73][C:68]=1[CH2:67][S:66][C:61]1[N:62]=[C:63]([NH:11][S:8]([N:4]2[CH2:5][CH2:6][NH:7][C@@H:2]([CH3:1])[CH2:3]2)(=[O:10])=[O:9])[CH:64]=[C:59]([O:58][C@H:56]([CH3:57])[CH2:55][OH:54])[N:60]=1, predict the reactants needed to synthesize it. (4) The reactants are: [CH2:1]([NH:3][CH2:4][CH3:5])[CH3:2].C([NH:9][C:10]1[CH:19]=[CH:18][C:13]([S:14](Cl)(=[O:16])=[O:15])=[CH:12][CH:11]=1)(=O)C.Cl.[OH-].[Na+]. Given the product [NH2:9][C:10]1[CH:19]=[CH:18][C:13]([S:14]([N:3]([CH2:4][CH3:5])[CH2:1][CH3:2])(=[O:16])=[O:15])=[CH:12][CH:11]=1, predict the reactants needed to synthesize it. (5) Given the product [N:30]1[CH:31]=[CH:32][CH:33]=[C:28]([N:27]2[C:23]([C:20]3[CH:19]=[CH:18][C:17]([O:6][S:3]([C:2]([F:15])([F:14])[F:1])(=[O:5])=[O:4])=[CH:22][N:21]=3)=[CH:24][C:25]([C:34]([O:36][CH2:37][CH3:38])=[O:35])=[N:26]2)[CH:29]=1, predict the reactants needed to synthesize it. The reactants are: [F:1][C:2]([F:15])([F:14])[S:3]([O:6]S(C(F)(F)F)(=O)=O)(=[O:5])=[O:4].O[C:17]1[CH:18]=[CH:19][C:20]([C:23]2[N:27]([C:28]3[CH:29]=[N:30][CH:31]=[CH:32][CH:33]=3)[N:26]=[C:25]([C:34]([O:36][CH2:37][CH3:38])=[O:35])[CH:24]=2)=[N:21][CH:22]=1.O.C(Cl)(Cl)Cl. (6) The reactants are: [O:1]1[C:5]2([CH2:10][CH2:9][CH:8]([C:11]([O:13][CH2:14][CH3:15])=[O:12])[CH2:7][CH2:6]2)[O:4][CH2:3][CH2:2]1.[Li+].[CH3:17]C([N-]C(C)C)C.CI.[NH4+].[Cl-]. Given the product [CH3:17][C:8]1([C:11]([O:13][CH2:14][CH3:15])=[O:12])[CH2:9][CH2:10][C:5]2([O:4][CH2:3][CH2:2][O:1]2)[CH2:6][CH2:7]1, predict the reactants needed to synthesize it. (7) Given the product [CH:8]12[CH2:11][CH2:12][CH:1]([CH:10]=[CH:9]1)[C:2]1[C:7]2=[CH:6][CH:5]=[CH:4][CH:3]=1, predict the reactants needed to synthesize it. The reactants are: [CH:1]12[CH2:12][CH2:11][CH:8]([CH:9]=[CH:10]1)[CH:7]1[CH:2]2[CH:3](O)[CH:4]=[CH:5][CH:6]1O.O=P(Cl)(Cl)Cl.